This data is from NCI-60 drug combinations with 297,098 pairs across 59 cell lines. The task is: Regression. Given two drug SMILES strings and cell line genomic features, predict the synergy score measuring deviation from expected non-interaction effect. Drug 1: C1CCC(CC1)NC(=O)N(CCCl)N=O. Drug 2: C1=NC2=C(N=C(N=C2N1C3C(C(C(O3)CO)O)F)Cl)N. Cell line: RXF 393. Synergy scores: CSS=19.2, Synergy_ZIP=-6.69, Synergy_Bliss=-1.58, Synergy_Loewe=-0.863, Synergy_HSA=-0.270.